Task: Predict the reactants needed to synthesize the given product.. Dataset: Full USPTO retrosynthesis dataset with 1.9M reactions from patents (1976-2016) Given the product [CH2:1]([C:8]1[NH:13][C:12]([C:14]2[CH:15]=[CH:16][CH:17]=[CH:18][CH:19]=2)=[CH:11][N:10]2[C:22](=[O:24])[C:21]([CH2:25][CH3:26])=[N:20][C:9]=12)[C:2]1[CH:7]=[CH:6][CH:5]=[CH:4][CH:3]=1, predict the reactants needed to synthesize it. The reactants are: [CH2:1]([C:8]1[C:9]([NH:20][CH:21]([CH2:25][CH3:26])[C:22]([OH:24])=O)=[N:10][CH:11]=[C:12]([C:14]2[CH:19]=[CH:18][CH:17]=[CH:16][CH:15]=2)[N:13]=1)[C:2]1[CH:7]=[CH:6][CH:5]=[CH:4][CH:3]=1.N1C=CC=CC=1.C1(N=C=NC2CCCCC2)CCCCC1.